This data is from Forward reaction prediction with 1.9M reactions from USPTO patents (1976-2016). The task is: Predict the product of the given reaction. (1) Given the reactants [CH2:1]([O:8][C:9]1[CH:10]=[C:11]([CH2:25][C:26](O)=[O:27])[CH:12]=[C:13]([C:15]2[CH:20]=[CH:19][C:18]([C:21]([F:24])([F:23])[F:22])=[CH:17][CH:16]=2)[CH:14]=1)[C:2]1[CH:7]=[CH:6][CH:5]=[CH:4][CH:3]=1.CN1CCOCC1.CC(C)(C)C(Cl)=O.[CH2:43]([C@@H:50]1[CH2:54][O:53][C:52](=[O:55])[NH:51]1)[C:44]1[CH:49]=[CH:48][CH:47]=[CH:46][CH:45]=1.[Li]CCCC, predict the reaction product. The product is: [CH2:43]([CH:50]1[CH2:54][O:53][C:52](=[O:55])[N:51]1[C:26](=[O:27])[CH2:25][C:11]1[CH:12]=[C:13]([C:15]2[CH:20]=[CH:19][C:18]([C:21]([F:23])([F:22])[F:24])=[CH:17][CH:16]=2)[CH:14]=[C:9]([O:8][CH2:1][C:2]2[CH:7]=[CH:6][CH:5]=[CH:4][CH:3]=2)[CH:10]=1)[C:44]1[CH:45]=[CH:46][CH:47]=[CH:48][CH:49]=1. (2) Given the reactants [NH:1]1[CH2:6][CH2:5][CH:4]([N:7]2[CH2:11][CH2:10][CH2:9][C:8]2=[O:12])[CH2:3][CH2:2]1.C([O-])([O-])=O.[K+].[K+].F[C:20]1[CH:25]=[CH:24][C:23]([N+:26]([O-:28])=[O:27])=[CH:22][CH:21]=1, predict the reaction product. The product is: [N+:26]([C:23]1[CH:24]=[CH:25][C:20]([N:1]2[CH2:2][CH2:3][CH:4]([N:7]3[CH2:11][CH2:10][CH2:9][C:8]3=[O:12])[CH2:5][CH2:6]2)=[CH:21][CH:22]=1)([O-:28])=[O:27].